This data is from Catalyst prediction with 721,799 reactions and 888 catalyst types from USPTO. The task is: Predict which catalyst facilitates the given reaction. Reactant: [CH:1]([O:14][C:15]([C@H:17]1[C@:23]([CH2:25]Cl)([CH3:24])[S:22][C@H:21]2[N:18]1[C:19](=[O:27])[CH2:20]2)=[O:16])([C:8]1[CH:13]=[CH:12][CH:11]=[CH:10][CH:9]=1)[C:2]1[CH:7]=[CH:6][CH:5]=[CH:4][CH:3]=1.C(=O)(O)[O-].[Na+].[CH3:33][C:34]1[N:35]=[CH:36][NH:37][CH:38]=1. Product: [CH:1]([O:14][C:15]([C@H:17]1[C@@:23]([CH2:25][N:37]2[CH:38]=[C:34]([CH3:33])[N:35]=[CH:36]2)([CH3:24])[S:22][C@H:21]2[N:18]1[C:19](=[O:27])[CH2:20]2)=[O:16])([C:8]1[CH:13]=[CH:12][CH:11]=[CH:10][CH:9]=1)[C:2]1[CH:7]=[CH:6][CH:5]=[CH:4][CH:3]=1. The catalyst class is: 647.